Dataset: Peptide-MHC class II binding affinity with 134,281 pairs from IEDB. Task: Regression. Given a peptide amino acid sequence and an MHC pseudo amino acid sequence, predict their binding affinity value. This is MHC class II binding data. (1) The peptide sequence is GEFLLDLRPATAWSLYAV. The MHC is DRB5_0101 with pseudo-sequence DRB5_0101. The binding affinity (normalized) is 0.527. (2) The peptide sequence is AAATAGITVYGAFAA. The MHC is HLA-DQA10102-DQB10602 with pseudo-sequence HLA-DQA10102-DQB10602. The binding affinity (normalized) is 0.654. (3) The peptide sequence is VAVSEGKPTEKHIQI. The MHC is HLA-DQA10301-DQB10302 with pseudo-sequence HLA-DQA10301-DQB10302. The binding affinity (normalized) is 0.218. (4) The peptide sequence is RRAIDLPTHENHGLK. The MHC is DRB1_0901 with pseudo-sequence DRB1_0901. The binding affinity (normalized) is 0. (5) The peptide sequence is EAMEKELREAFRLYD. The MHC is HLA-DPA10201-DPB10501 with pseudo-sequence HLA-DPA10201-DPB10501. The binding affinity (normalized) is 0.435. (6) The peptide sequence is INEPSAAAIAYGLDR. The MHC is HLA-DQA10501-DQB10301 with pseudo-sequence HLA-DQA10501-DQB10301. The binding affinity (normalized) is 0.706. (7) The peptide sequence is AQNGVRAMSSLGSSL. The MHC is DRB1_1501 with pseudo-sequence DRB1_1501. The binding affinity (normalized) is 0.421. (8) The peptide sequence is RRTEPAAEGVGAASQDL. The MHC is HLA-DPA10201-DPB10101 with pseudo-sequence HLA-DPA10201-DPB10101. The binding affinity (normalized) is 0.0885. (9) The peptide sequence is YGIIVPVLTSLFNKV. The MHC is DRB1_1302 with pseudo-sequence DRB1_1302. The binding affinity (normalized) is 1.00. (10) The peptide sequence is RNSRWSSPDNVKPLY. The MHC is HLA-DQA10401-DQB10402 with pseudo-sequence HLA-DQA10401-DQB10402. The binding affinity (normalized) is 0.0381.